This data is from Full USPTO retrosynthesis dataset with 1.9M reactions from patents (1976-2016). The task is: Predict the reactants needed to synthesize the given product. (1) The reactants are: C(OC([N:8]1[C@H:13]([C:14](=[O:26])[NH:15][C@@H:16]([C:18]2[CH:23]=[CH:22][CH:21]=[C:20]([Cl:24])[C:19]=2[F:25])[CH3:17])[CH2:12][C@@H:11]2[C@H:9]1[CH2:10]2)=O)(C)(C)C.[C:27]([OH:33])([C:29]([F:32])([F:31])[F:30])=[O:28]. Given the product [F:30][C:29]([F:32])([F:31])[C:27]([OH:33])=[O:28].[Cl:24][C:20]1[C:19]([F:25])=[C:18]([C@H:16]([NH:15][C:14]([C@@H:13]2[CH2:12][C@@H:11]3[C@@H:9]([CH2:10]3)[NH:8]2)=[O:26])[CH3:17])[CH:23]=[CH:22][CH:21]=1, predict the reactants needed to synthesize it. (2) Given the product [F:32][C:2]([F:1])([F:31])[CH2:3][NH:4][C:5]([C:7]1([CH2:21][CH2:22][CH2:23][CH2:24][N:25]2[CH2:26][CH2:27][N:28]([C:40](=[O:41])[CH2:39][C:33]3[CH:38]=[CH:37][CH:36]=[CH:35][CH:34]=3)[CH2:29][CH2:30]2)[C:20]2[CH:19]=[CH:18][CH:17]=[CH:16][C:15]=2[O:14][C:13]2[C:8]1=[CH:9][CH:10]=[CH:11][CH:12]=2)=[O:6], predict the reactants needed to synthesize it. The reactants are: [F:1][C:2]([F:32])([F:31])[CH2:3][NH:4][C:5]([C:7]1([CH2:21][CH2:22][CH2:23][CH2:24][N:25]2[CH2:30][CH2:29][NH:28][CH2:27][CH2:26]2)[C:20]2[CH:19]=[CH:18][CH:17]=[CH:16][C:15]=2[O:14][C:13]2[C:8]1=[CH:9][CH:10]=[CH:11][CH:12]=2)=[O:6].[C:33]1([CH2:39][C:40](Cl)=[O:41])[CH:38]=[CH:37][CH:36]=[CH:35][CH:34]=1. (3) Given the product [Cl:48][C:42]1[CH:43]=[C:44]([Cl:47])[CH:45]=[CH:46][C:41]=1[CH:24]1[CH:23]([C:21]([NH:20][CH2:19][CH2:18][C:14]2[CH:13]=[C:12]([CH2:8][C:9]([OH:11])=[O:10])[CH:17]=[CH:16][CH:15]=2)=[O:22])[C:32]2[C:27](=[CH:28][CH:29]=[CH:30][CH:31]=2)[C:26](=[O:33])[N:25]1[CH:34]1[CH2:39][CH2:38][CH2:37][CH2:36][CH:35]1[OH:40], predict the reactants needed to synthesize it. The reactants are: COC1C=CC(C[CH:8]([C:12]2[CH:17]=[CH:16][CH:15]=[C:14]([CH2:18][CH2:19][NH:20][C:21]([CH:23]3[C:32]4[C:27](=[CH:28][CH:29]=[CH:30][CH:31]=4)[C:26](=[O:33])[N:25]([CH:34]4[CH2:39][CH2:38][CH2:37][CH2:36][CH:35]4[OH:40])[CH:24]3[C:41]3[CH:46]=[CH:45][C:44]([Cl:47])=[CH:43][C:42]=3[Cl:48])=[O:22])[CH:13]=2)[C:9]([O-:11])=[O:10])=CC=1.FC(F)(F)C(O)=O. (4) The reactants are: [CH3:1][C:2]1[C:13]2[C:14]3[C:5]([CH2:6][CH2:7][N:8]([CH:15]4[CH2:20][CH2:19][C:18](=O)[CH2:17][CH2:16]4)[C:9]=3[CH:10]=[CH:11][CH:12]=2)=[CH:4][N:3]=1.[CH2:22]([NH2:29])[C:23]1[CH:28]=[CH:27][CH:26]=[CH:25][CH:24]=1. Given the product [CH2:22]([NH:29][CH:18]1[CH2:19][CH2:20][CH:15]([N:8]2[C:9]3=[C:14]4[C:13](=[CH:12][CH:11]=[CH:10]3)[C:2]([CH3:1])=[N:3][CH:4]=[C:5]4[CH2:6][CH2:7]2)[CH2:16][CH2:17]1)[C:23]1[CH:28]=[CH:27][CH:26]=[CH:25][CH:24]=1, predict the reactants needed to synthesize it. (5) Given the product [Cl:1][C:2]1[CH:7]=[C:6]([C:8]#[CH:9])[CH:5]=[C:4]([O:14][CH3:15])[C:3]=1[CH:16]1[C:22](=[O:23])[CH:21]2[CH2:24][CH:18]([CH2:19][CH2:20]2)[C:17]1=[O:25], predict the reactants needed to synthesize it. The reactants are: [Cl:1][C:2]1[CH:7]=[C:6]([C:8]#[C:9][Si](C)(C)C)[CH:5]=[C:4]([O:14][CH3:15])[C:3]=1[CH:16]1[C:22](=[O:23])[CH:21]2[CH2:24][CH:18]([CH2:19][CH2:20]2)[C:17]1=[O:25].C(=O)([O-])[O-].[K+].[K+].